Dataset: Forward reaction prediction with 1.9M reactions from USPTO patents (1976-2016). Task: Predict the product of the given reaction. (1) Given the reactants C1(C)C=CC=CC=1.[CH3:8][N:9]([CH3:13])[CH2:10][CH2:11][OH:12].Cl[C:15]1[N:20]=[CH:19][C:18]([N:21]2[C:25]3[N:26]=[C:27]([N:55]4[CH2:60][CH2:59][O:58][CH2:57][CH2:56]4)[N:28]=[C:29]([C:30]4[CH:31]=[N:32][C:33]([N:36]([CH2:46][C:47]5[CH:52]=[CH:51][C:50]([O:53][CH3:54])=[CH:49][CH:48]=5)[CH2:37][C:38]5[CH:43]=[CH:42][C:41]([O:44][CH3:45])=[CH:40][CH:39]=5)=[N:34][CH:35]=4)[C:24]=3[CH2:23][CH2:22]2)=[CH:17][CH:16]=1.[H-].[Na+], predict the reaction product. The product is: [CH3:8][N:9]([CH3:13])[CH2:10][CH2:11][O:12][C:15]1[N:20]=[CH:19][C:18]([N:21]2[C:25]3[N:26]=[C:27]([N:55]4[CH2:60][CH2:59][O:58][CH2:57][CH2:56]4)[N:28]=[C:29]([C:30]4[CH:31]=[N:32][C:33]([N:36]([CH2:46][C:47]5[CH:52]=[CH:51][C:50]([O:53][CH3:54])=[CH:49][CH:48]=5)[CH2:37][C:38]5[CH:39]=[CH:40][C:41]([O:44][CH3:45])=[CH:42][CH:43]=5)=[N:34][CH:35]=4)[C:24]=3[CH2:23][CH2:22]2)=[CH:17][CH:16]=1. (2) Given the reactants [C:1]1([C:7]2[N:11]([CH2:12][C:13]([OH:15])=O)[C:10]3[CH:16]=[CH:17][CH:18]=[CH:19][C:9]=3[N:8]=2)[CH:6]=[CH:5][CH:4]=[CH:3][CH:2]=1.[CH:20]([C:23]1[CH:24]=[CH:25][C:26]([CH3:30])=[C:27]([CH:29]=1)[NH2:28])([CH3:22])[CH3:21].CN(C(ON1N=NC2C=CC=NC1=2)=[N+](C)C)C.F[P-](F)(F)(F)(F)F, predict the reaction product. The product is: [CH:20]([C:23]1[CH:24]=[CH:25][C:26]([CH3:30])=[C:27]([NH:28][C:13](=[O:15])[CH2:12][N:11]2[C:10]3[CH:16]=[CH:17][CH:18]=[CH:19][C:9]=3[N:8]=[C:7]2[C:1]2[CH:2]=[CH:3][CH:4]=[CH:5][CH:6]=2)[CH:29]=1)([CH3:22])[CH3:21]. (3) Given the reactants [Cl:1][C:2]1[C:3]([O:11][CH2:12][C:13]([F:16])([F:15])[F:14])=[CH:4][C:5]([C:8]([OH:10])=O)=[N:6][CH:7]=1.[NH2:17][C:18]1([CH2:22][C:23]([N:25]([CH3:27])[CH3:26])=[O:24])[CH2:21][O:20][CH2:19]1, predict the reaction product. The product is: [CH3:27][N:25]([CH3:26])[C:23]([CH2:22][C:18]1([NH:17][C:8]([C:5]2[CH:4]=[C:3]([O:11][CH2:12][C:13]([F:16])([F:15])[F:14])[C:2]([Cl:1])=[CH:7][N:6]=2)=[O:10])[CH2:19][O:20][CH2:21]1)=[O:24]. (4) Given the reactants [CH2:1]([O:3][C:4]([C:6]1[C:7]([OH:28])=[C:8]2[C:20]([C:21]3[CH:26]=[CH:25][C:24]([Cl:27])=[CH:23][CH:22]=3)=[N:19][S:18][C:9]2=[C:10]([C:12]#[C:13][Si](C)(C)C)[N:11]=1)=[O:5])[CH3:2].C([O-])([O-])=O.[Cs+].[Cs+], predict the reaction product. The product is: [CH2:1]([O:3][C:4]([C:6]1[C:7]([OH:28])=[C:8]2[C:20]([C:21]3[CH:22]=[CH:23][C:24]([Cl:27])=[CH:25][CH:26]=3)=[N:19][S:18][C:9]2=[C:10]([C:12]#[CH:13])[N:11]=1)=[O:5])[CH3:2]. (5) Given the reactants CC(C)([O-])C.[Na+].[C:7]([N:14]1[CH2:19][CH2:18][NH:17][CH2:16][CH2:15]1)([O:9][C:10]([CH3:13])([CH3:12])[CH3:11])=[O:8].Br[C:21]1[CH:26]=[CH:25][C:24]([S:27][CH3:28])=[CH:23][CH:22]=1.C1(P(C2CCCCC2)C2C=CC=CC=2C2C=CC=CC=2N(C)C)CCCCC1, predict the reaction product. The product is: [C:10]([O:9][C:7]([N:14]1[CH2:15][CH2:16][N:17]([C:21]2[CH:26]=[CH:25][C:24]([S:27][CH3:28])=[CH:23][CH:22]=2)[CH2:18][CH2:19]1)=[O:8])([CH3:13])([CH3:12])[CH3:11]. (6) Given the reactants [Cl:1][C:2]1[C:3]([O:12][C:13]2[CH:18]=[C:17]([O:19][CH2:20][CH2:21][O:22][CH3:23])[CH:16]=[CH:15][C:14]=2[CH2:24][CH2:25][CH2:26][NH2:27])=[N:4][CH:5]=[C:6]([C:8]([F:11])([F:10])[F:9])[CH:7]=1.C(N(CC)CC)C.[CH3:35][S:36](Cl)(=[O:38])=[O:37].[Cl-].[NH4+], predict the reaction product. The product is: [Cl:1][C:2]1[C:3]([O:12][C:13]2[CH:18]=[C:17]([O:19][CH2:20][CH2:21][O:22][CH3:23])[CH:16]=[CH:15][C:14]=2[CH2:24][CH2:25][CH2:26][NH:27][S:36]([CH3:35])(=[O:38])=[O:37])=[N:4][CH:5]=[C:6]([C:8]([F:9])([F:11])[F:10])[CH:7]=1. (7) Given the reactants [F:1][C:2]1[C:7](=[O:8])[NH:6][C:5]([CH2:9][C:10]([O-:12])=O)=[N:4][C:3]=1[N:13]1[CH2:18][CH2:17][O:16][CH2:15][CH2:14]1.[Na+].[CH3:20][CH:21]1[CH2:29][C:28]2[C:23](=[CH:24][CH:25]=[C:26]([F:31])[C:27]=2[F:30])[NH:22]1, predict the reaction product. The product is: [F:30][C:27]1[C:26]([F:31])=[CH:25][CH:24]=[C:23]2[C:28]=1[CH2:29][CH:21]([CH3:20])[N:22]2[C:10](=[O:12])[CH2:9][C:5]1[NH:6][C:7](=[O:8])[C:2]([F:1])=[C:3]([N:13]2[CH2:18][CH2:17][O:16][CH2:15][CH2:14]2)[N:4]=1. (8) Given the reactants [F:1][C:2]1[CH:11]=[C:10]2[C:5]([CH2:6][CH2:7][C:8](=O)[NH:9]2)=[CH:4][CH:3]=1.C1COCC1, predict the reaction product. The product is: [F:1][C:2]1[CH:11]=[C:10]2[C:5]([CH2:6][CH2:7][CH2:8][NH:9]2)=[CH:4][CH:3]=1.